This data is from Reaction yield outcomes from USPTO patents with 853,638 reactions. The task is: Predict the reaction yield, written as a fraction of the theoretical maximum amount of product (1.0 means a 100% yield; for example, 0.34 means a 34% yield). (1) The reactants are [N:1]1[N:5]2[C:6](=O)[C:7]3[N:8]([N:11]=[CH:12][CH:13]=3)[C:9](=[O:10])[C:4]2=[CH:3][CH:2]=1.NC1C2[C:20](=[CH:21][CH:22]=[C:23]([Br:26])[CH:24]=2)N=CC=1. The catalyst is CN(C1C=CN=CC=1)C.CN(C=O)C. The product is [Br:26][C:23]1[CH:24]=[C:6]2[C:20](=[CH:21][CH:22]=1)[N:11]=[CH:12][CH:13]=[C:7]2[NH:8][C:9]([C:4]1[CH:3]=[CH:2][NH:1][N:5]=1)=[O:10]. The yield is 0.220. (2) The reactants are [F:1][C:2]1[CH:3]=[C:4]([CH2:12][C:13]([OH:15])=[O:14])[CH:5]=[CH:6][C:7]=1[C:8]([F:11])([F:10])[F:9].[CH3:16]O. The catalyst is S(=O)(=O)(O)O. The product is [CH3:16][O:14][C:13](=[O:15])[CH2:12][C:4]1[CH:5]=[CH:6][C:7]([C:8]([F:11])([F:10])[F:9])=[C:2]([F:1])[CH:3]=1. The yield is 0.970. (3) The reactants are [F:1][CH2:2][CH2:3][O:4][CH2:5][CH2:6][O:7][CH2:8][CH2:9][O:10][C:11]1[CH:23]=[C:22]2[C:14]([C:15]3[CH:16]=[CH:17][C:18]([NH2:24])=[CH:19][C:20]=3[NH:21]2)=[CH:13][CH:12]=1.[CH2:25]=O.C[O-].[Na+].[BH4-].[Na+]. The catalyst is CO. The product is [F:1][CH2:2][CH2:3][O:4][CH2:5][CH2:6][O:7][CH2:8][CH2:9][O:10][C:11]1[CH:23]=[C:22]2[C:14]([C:15]3[CH:16]=[CH:17][C:18]([NH:24][CH3:25])=[CH:19][C:20]=3[NH:21]2)=[CH:13][CH:12]=1. The yield is 0.560. (4) The reactants are [CH3:1][O:2][C:3]([C:5]1[C:13]([CH2:14][N:15]2[C:19]3[CH:20]=[CH:21][CH:22]=[CH:23][C:18]=3[N:17](C(C)=C)[C:16]2=[O:27])=[C:12]2[C:8]([C:9]([CH3:30])=[C:10]([CH3:29])[N:11]2[CH3:28])=[CH:7][CH:6]=1)=[O:4].Cl. The catalyst is CO. The yield is 0.940. The product is [CH3:1][O:2][C:3]([C:5]1[C:13]([CH2:14][N:15]2[C:19]3[CH:20]=[CH:21][CH:22]=[CH:23][C:18]=3[NH:17][C:16]2=[O:27])=[C:12]2[C:8]([C:9]([CH3:30])=[C:10]([CH3:29])[N:11]2[CH3:28])=[CH:7][CH:6]=1)=[O:4]. (5) The reactants are Cl[C:2]1[N:7]=[CH:6][N:5]=[C:4]([NH2:8])[CH:3]=1.[Cl:9][C:10]1[CH:11]=[C:12](B(O)O)[CH:13]=[CH:14][CH:15]=1.C([O-])([O-])=O.[Na+].[Na+]. The catalyst is COCCOC.CCO.Cl[Pd](Cl)([P](C1C=CC=CC=1)(C1C=CC=CC=1)C1C=CC=CC=1)[P](C1C=CC=CC=1)(C1C=CC=CC=1)C1C=CC=CC=1. The product is [Cl:9][C:10]1[CH:15]=[C:14]([C:2]2[N:7]=[CH:6][N:5]=[C:4]([NH2:8])[CH:3]=2)[CH:13]=[CH:12][CH:11]=1. The yield is 0.910. (6) The reactants are C[O:2][C:3]([C:5]1[C:6]([C:24]2[CH:29]=[CH:28][C:27]([C:30]([OH:32])=O)=[CH:26][CH:25]=2)=[CH:7][CH:8]=[C:9]([C:11]2[S:12][CH:13]=[C:14]([C:16]3[CH:21]=[CH:20][C:19]([Cl:22])=[C:18]([Cl:23])[CH:17]=3)[N:15]=2)[CH:10]=1)=[O:4].[CH3:33][N:34]1[CH2:39][CH2:38][NH:37][CH2:36][CH2:35]1. No catalyst specified. The product is [Cl:23][C:18]1[CH:17]=[C:16]([C:14]2[N:15]=[C:11]([C:9]3[CH:10]=[C:5]([C:3]([OH:2])=[O:4])[C:6]([C:24]4[CH:25]=[CH:26][C:27]([C:30]([N:37]5[CH2:38][CH2:39][N:34]([CH3:33])[CH2:35][CH2:36]5)=[O:32])=[CH:28][CH:29]=4)=[CH:7][CH:8]=3)[S:12][CH:13]=2)[CH:21]=[CH:20][C:19]=1[Cl:22]. The yield is 0.750. (7) The reactants are B.CSC.[NH:5]1[CH2:10][CH2:9][S:8][CH2:7][C:6]1=O.[C:23]([O:22][C:20](O[C:20]([O:22][C:23]([CH3:26])([CH3:25])[CH3:24])=[O:21])=[O:21])([CH3:26])([CH3:25])[CH3:24].[Li+].[OH-:28].[CH2:29]1[CH2:33][O:32]CC1. The catalyst is O1CCOCC1.O.C(O)C. The product is [C:20]([N:5]1[CH2:10][CH2:9][S:8][CH:7]([CH2:29][C:33]([OH:28])=[O:32])[CH2:6]1)([O:22][C:23]([CH3:24])([CH3:25])[CH3:26])=[O:21]. The yield is 0.810. (8) The reactants are [CH2:1]([O:8][CH2:9][N:10]1[C:15](=[O:16])[C:14]([Br:17])=[N:13][N:12]([CH2:18][C:19](F)(F)[C:20]2[CH:25]=[CH:24][CH:23]=[CH:22][CH:21]=2)[C:11]1=[O:28])[C:2]1[CH:7]=[CH:6][CH:5]=[CH:4][CH:3]=1.OCC1C=CC=C2C=1C=[CH:34][N:35]2[C:40]([O:42][C:43]([CH3:46])([CH3:45])[CH3:44])=[O:41]. No catalyst specified. The product is [CH2:1]([O:8][CH2:9][N:10]1[C:15](=[O:16])[C:14]([Br:17])=[N:13][N:12]([CH2:18][C:19]2[CH:24]=[CH:23][CH:22]=[C:21]3[C:20]=2[CH:25]=[CH:34][N:35]3[C:40]([O:42][C:43]([CH3:46])([CH3:45])[CH3:44])=[O:41])[C:11]1=[O:28])[C:2]1[CH:7]=[CH:6][CH:5]=[CH:4][CH:3]=1. The yield is 0.560.